Dataset: NCI-60 drug combinations with 297,098 pairs across 59 cell lines. Task: Regression. Given two drug SMILES strings and cell line genomic features, predict the synergy score measuring deviation from expected non-interaction effect. (1) Drug 1: CNC(=O)C1=CC=CC=C1SC2=CC3=C(C=C2)C(=NN3)C=CC4=CC=CC=N4. Drug 2: CC12CCC3C(C1CCC2O)C(CC4=C3C=CC(=C4)O)CCCCCCCCCS(=O)CCCC(C(F)(F)F)(F)F. Cell line: HOP-62. Synergy scores: CSS=7.46, Synergy_ZIP=3.53, Synergy_Bliss=8.54, Synergy_Loewe=6.45, Synergy_HSA=5.88. (2) Drug 1: C1=CC=C(C=C1)NC(=O)CCCCCCC(=O)NO. Drug 2: B(C(CC(C)C)NC(=O)C(CC1=CC=CC=C1)NC(=O)C2=NC=CN=C2)(O)O. Cell line: 786-0. Synergy scores: CSS=48.3, Synergy_ZIP=0.753, Synergy_Bliss=-2.07, Synergy_Loewe=-16.3, Synergy_HSA=-8.43. (3) Drug 1: C1=NC2=C(N=C(N=C2N1C3C(C(C(O3)CO)O)F)Cl)N. Drug 2: CC1=C2C(C(=O)C3(C(CC4C(C3C(C(C2(C)C)(CC1OC(=O)C(C(C5=CC=CC=C5)NC(=O)OC(C)(C)C)O)O)OC(=O)C6=CC=CC=C6)(CO4)OC(=O)C)O)C)O. Cell line: SNB-75. Synergy scores: CSS=3.87, Synergy_ZIP=-3.30, Synergy_Bliss=-2.36, Synergy_Loewe=-1.42, Synergy_HSA=-1.36. (4) Drug 1: CC1C(C(=O)NC(C(=O)N2CCCC2C(=O)N(CC(=O)N(C(C(=O)O1)C(C)C)C)C)C(C)C)NC(=O)C3=C4C(=C(C=C3)C)OC5=C(C(=O)C(=C(C5=N4)C(=O)NC6C(OC(=O)C(N(C(=O)CN(C(=O)C7CCCN7C(=O)C(NC6=O)C(C)C)C)C)C(C)C)C)N)C. Drug 2: CC1=C(C=C(C=C1)NC(=O)C2=CC=C(C=C2)CN3CCN(CC3)C)NC4=NC=CC(=N4)C5=CN=CC=C5. Cell line: SK-MEL-28. Synergy scores: CSS=15.4, Synergy_ZIP=1.68, Synergy_Bliss=-1.29, Synergy_Loewe=-1.12, Synergy_HSA=-1.12. (5) Drug 1: CN(CC1=CN=C2C(=N1)C(=NC(=N2)N)N)C3=CC=C(C=C3)C(=O)NC(CCC(=O)O)C(=O)O. Drug 2: CC1=C(C=C(C=C1)NC(=O)C2=CC=C(C=C2)CN3CCN(CC3)C)NC4=NC=CC(=N4)C5=CN=CC=C5. Cell line: HCT-15. Synergy scores: CSS=44.0, Synergy_ZIP=3.57, Synergy_Bliss=7.12, Synergy_Loewe=-39.7, Synergy_HSA=-7.72. (6) Drug 2: C(CCl)NC(=O)N(CCCl)N=O. Drug 1: C1=CC(=C2C(=C1NCCNCCO)C(=O)C3=C(C=CC(=C3C2=O)O)O)NCCNCCO. Synergy scores: CSS=25.3, Synergy_ZIP=-1.96, Synergy_Bliss=-7.15, Synergy_Loewe=-19.7, Synergy_HSA=-6.50. Cell line: COLO 205. (7) Drug 1: CCCS(=O)(=O)NC1=C(C(=C(C=C1)F)C(=O)C2=CNC3=C2C=C(C=N3)C4=CC=C(C=C4)Cl)F. Drug 2: CCC1=CC2CC(C3=C(CN(C2)C1)C4=CC=CC=C4N3)(C5=C(C=C6C(=C5)C78CCN9C7C(C=CC9)(C(C(C8N6C)(C(=O)OC)O)OC(=O)C)CC)OC)C(=O)OC.C(C(C(=O)O)O)(C(=O)O)O. Cell line: A549. Synergy scores: CSS=51.7, Synergy_ZIP=-0.228, Synergy_Bliss=0.0598, Synergy_Loewe=-8.80, Synergy_HSA=-0.897. (8) Cell line: NCI-H460. Synergy scores: CSS=65.6, Synergy_ZIP=1.03, Synergy_Bliss=-1.10, Synergy_Loewe=-3.67, Synergy_HSA=1.59. Drug 1: C1=C(C(=O)NC(=O)N1)F. Drug 2: CCC1=C2N=C(C=C(N2N=C1)NCC3=C[N+](=CC=C3)[O-])N4CCCCC4CCO.